Dataset: Catalyst prediction with 721,799 reactions and 888 catalyst types from USPTO. Task: Predict which catalyst facilitates the given reaction. Reactant: [N:1]1([C:7]2[CH:12]=[CH:11][C:10]([C:13]3[N:18]=[CH:17][CH:16]=[CH:15][N:14]=3)=[CH:9][CH:8]=2)[CH2:6][CH2:5][NH:4][CH2:3][CH2:2]1.[CH3:19][O:20][C:21]([CH:23]1[CH2:27][CH2:26][N:25]([CH2:28][C:29](O)=[O:30])[CH2:24]1)=[O:22].C(N(CC)CC)C.ON1C2C=CC=CC=2N=N1.Cl.CN(C)CCCN=C=NCC. Product: [CH3:19][O:20][C:21]([CH:23]1[CH2:27][CH2:26][N:25]([CH2:28][C:29](=[O:30])[N:4]2[CH2:5][CH2:6][N:1]([C:7]3[CH:12]=[CH:11][C:10]([C:13]4[N:14]=[CH:15][CH:16]=[CH:17][N:18]=4)=[CH:9][CH:8]=3)[CH2:2][CH2:3]2)[CH2:24]1)=[O:22]. The catalyst class is: 3.